This data is from NCI-60 drug combinations with 297,098 pairs across 59 cell lines. The task is: Regression. Given two drug SMILES strings and cell line genomic features, predict the synergy score measuring deviation from expected non-interaction effect. (1) Drug 1: CC1C(C(=O)NC(C(=O)N2CCCC2C(=O)N(CC(=O)N(C(C(=O)O1)C(C)C)C)C)C(C)C)NC(=O)C3=C4C(=C(C=C3)C)OC5=C(C(=O)C(=C(C5=N4)C(=O)NC6C(OC(=O)C(N(C(=O)CN(C(=O)C7CCCN7C(=O)C(NC6=O)C(C)C)C)C)C(C)C)C)N)C. Drug 2: CC12CCC3C(C1CCC2O)C(CC4=C3C=CC(=C4)O)CCCCCCCCCS(=O)CCCC(C(F)(F)F)(F)F. Cell line: K-562. Synergy scores: CSS=75.6, Synergy_ZIP=20.3, Synergy_Bliss=18.1, Synergy_Loewe=-27.8, Synergy_HSA=20.6. (2) Drug 1: CCC1=C2CN3C(=CC4=C(C3=O)COC(=O)C4(CC)O)C2=NC5=C1C=C(C=C5)O. Drug 2: C(CC(=O)O)C(=O)CN.Cl. Cell line: MDA-MB-435. Synergy scores: CSS=18.6, Synergy_ZIP=-4.65, Synergy_Bliss=-0.602, Synergy_Loewe=-13.8, Synergy_HSA=-1.25. (3) Drug 1: CC1=C(C(=CC=C1)Cl)NC(=O)C2=CN=C(S2)NC3=CC(=NC(=N3)C)N4CCN(CC4)CCO. Drug 2: C1CC(=O)NC(=O)C1N2C(=O)C3=CC=CC=C3C2=O. Cell line: PC-3. Synergy scores: CSS=17.9, Synergy_ZIP=2.09, Synergy_Bliss=11.3, Synergy_Loewe=8.45, Synergy_HSA=10.1. (4) Drug 1: CCC1=CC2CC(C3=C(CN(C2)C1)C4=CC=CC=C4N3)(C5=C(C=C6C(=C5)C78CCN9C7C(C=CC9)(C(C(C8N6C)(C(=O)OC)O)OC(=O)C)CC)OC)C(=O)OC.C(C(C(=O)O)O)(C(=O)O)O. Drug 2: CN(C)C1=NC(=NC(=N1)N(C)C)N(C)C. Cell line: RPMI-8226. Synergy scores: CSS=17.7, Synergy_ZIP=0.0743, Synergy_Bliss=-4.28, Synergy_Loewe=-65.5, Synergy_HSA=-10.1. (5) Drug 1: CC1C(C(CC(O1)OC2CC(CC3=C2C(=C4C(=C3O)C(=O)C5=C(C4=O)C(=CC=C5)OC)O)(C(=O)C)O)N)O.Cl. Drug 2: CCC1=C2CN3C(=CC4=C(C3=O)COC(=O)C4(CC)O)C2=NC5=C1C=C(C=C5)O. Cell line: MCF7. Synergy scores: CSS=19.6, Synergy_ZIP=-10.7, Synergy_Bliss=-2.02, Synergy_Loewe=-4.26, Synergy_HSA=-0.397. (6) Drug 1: C1=C(C(=O)NC(=O)N1)F. Drug 2: CCCCC(=O)OCC(=O)C1(CC(C2=C(C1)C(=C3C(=C2O)C(=O)C4=C(C3=O)C=CC=C4OC)O)OC5CC(C(C(O5)C)O)NC(=O)C(F)(F)F)O. Cell line: HS 578T. Synergy scores: CSS=35.9, Synergy_ZIP=-11.5, Synergy_Bliss=-2.04, Synergy_Loewe=-1.13, Synergy_HSA=-1.13. (7) Drug 1: COC1=NC(=NC2=C1N=CN2C3C(C(C(O3)CO)O)O)N. Drug 2: CC1=C2C(C(=O)C3(C(CC4C(C3C(C(C2(C)C)(CC1OC(=O)C(C(C5=CC=CC=C5)NC(=O)OC(C)(C)C)O)O)OC(=O)C6=CC=CC=C6)(CO4)OC(=O)C)O)C)O. Cell line: NCIH23. Synergy scores: CSS=0.435, Synergy_ZIP=0.409, Synergy_Bliss=0.534, Synergy_Loewe=0.122, Synergy_HSA=-0.389. (8) Drug 1: C1CC(=O)NC(=O)C1N2CC3=C(C2=O)C=CC=C3N. Drug 2: CCC1(CC2CC(C3=C(CCN(C2)C1)C4=CC=CC=C4N3)(C5=C(C=C6C(=C5)C78CCN9C7C(C=CC9)(C(C(C8N6C=O)(C(=O)OC)O)OC(=O)C)CC)OC)C(=O)OC)O.OS(=O)(=O)O. Cell line: NCIH23. Synergy scores: CSS=21.9, Synergy_ZIP=-3.19, Synergy_Bliss=-0.920, Synergy_Loewe=-14.1, Synergy_HSA=-1.33. (9) Drug 1: CC1C(C(CC(O1)OC2CC(CC3=C2C(=C4C(=C3O)C(=O)C5=C(C4=O)C(=CC=C5)OC)O)(C(=O)C)O)N)O.Cl. Drug 2: C1=CC(=CC=C1CC(C(=O)O)N)N(CCCl)CCCl.Cl. Cell line: HS 578T. Synergy scores: CSS=28.1, Synergy_ZIP=-5.63, Synergy_Bliss=3.82, Synergy_Loewe=-11.2, Synergy_HSA=2.43. (10) Drug 1: CN1CCC(CC1)COC2=C(C=C3C(=C2)N=CN=C3NC4=C(C=C(C=C4)Br)F)OC. Drug 2: C1=CC(=CC=C1C#N)C(C2=CC=C(C=C2)C#N)N3C=NC=N3. Cell line: HCT-15. Synergy scores: CSS=8.93, Synergy_ZIP=-1.82, Synergy_Bliss=-1.59, Synergy_Loewe=-7.90, Synergy_HSA=-2.47.